Dataset: Reaction yield outcomes from USPTO patents with 853,638 reactions. Task: Predict the reaction yield, written as a fraction of the theoretical maximum amount of product (1.0 means a 100% yield; for example, 0.34 means a 34% yield). The reactants are [Cl:1][C:2]1[N:7]=[C:6]([C:8]#[C:9][C:10]2[CH:15]=[CH:14][C:13]([F:16])=[CH:12][C:11]=2[CH2:17][C:18]#[N:19])[CH:5]=[CH:4][N:3]=1.CO. The catalyst is C(OCC)(=O)C.[Pd]. The product is [Cl:1][C:2]1[N:7]=[C:6]([CH2:8][CH2:9][C:10]2[CH:15]=[CH:14][C:13]([F:16])=[CH:12][C:11]=2[CH2:17][C:18]#[N:19])[CH:5]=[CH:4][N:3]=1. The yield is 0.547.